This data is from TCR-epitope binding with 47,182 pairs between 192 epitopes and 23,139 TCRs. The task is: Binary Classification. Given a T-cell receptor sequence (or CDR3 region) and an epitope sequence, predict whether binding occurs between them. The epitope is ISPRTLNAW. The TCR CDR3 sequence is CASRKWNGELFF. Result: 0 (the TCR does not bind to the epitope).